Task: Predict the reaction yield, written as a fraction of the theoretical maximum amount of product (1.0 means a 100% yield; for example, 0.34 means a 34% yield).. Dataset: Reaction yield outcomes from USPTO patents with 853,638 reactions (1) The reactants are Cl[C:2]1[N:7]=[CH:6][C:5]([O:8][C:9]2[CH:10]=[C:11]([N:15]([CH3:17])[CH3:16])[CH:12]=[CH:13][CH:14]=2)=[CH:4][CH:3]=1.[F:18][C:19]1[CH:25]=[C:24]([F:26])[C:23]([O:27][CH3:28])=[CH:22][C:20]=1[NH2:21].C1(P(C2C=CC=CC=2)C2C3OC4C(=CC=CC=4P(C4C=CC=CC=4)C4C=CC=CC=4)C(C)(C)C=3C=CC=2)C=CC=CC=1.C(=O)([O-])[O-].[Cs+].[Cs+]. The catalyst is O1CCOCC1.C(OCC)(=O)C. The product is [F:18][C:19]1[CH:25]=[C:24]([F:26])[C:23]([O:27][CH3:28])=[CH:22][C:20]=1[NH:21][C:2]1[CH:3]=[CH:4][C:5]([O:8][C:9]2[CH:14]=[CH:13][CH:12]=[C:11]([N:15]([CH3:17])[CH3:16])[CH:10]=2)=[CH:6][N:7]=1. The yield is 0.300. (2) The reactants are Cl.Cl.[NH:3]1[CH2:6][CH:5]([C:7]2[C:8]([O:28][CH3:29])=[C:9]([CH:15]([N:17]3[C:21]4=[N:22][CH:23]=[N:24][C:25]([NH2:26])=[C:20]4[C:19]([CH3:27])=[N:18]3)[CH3:16])[CH:10]=[C:11]([Cl:14])[C:12]=2[F:13])[CH2:4]1.C(N([CH2:35][CH3:36])CC)C.C=O.[C:39](O[BH-](OC(=O)C)OC(=O)C)(=[O:41])C.[Na+]. The catalyst is CO.O1CCCC1.C(#N)C. The product is [Cl:14][C:11]1[C:12]([F:13])=[C:7]([CH:5]2[CH2:4][N:3]([CH:36]3[CH2:35][O:41][CH2:39]3)[CH2:6]2)[C:8]([O:28][CH3:29])=[C:9]([CH:15]([N:17]2[C:21]3=[N:22][CH:23]=[N:24][C:25]([NH2:26])=[C:20]3[C:19]([CH3:27])=[N:18]2)[CH3:16])[CH:10]=1. The yield is 0.0630. (3) The reactants are [Cl:1][C:2]1[CH:3]=[C:4]([C:9]2([CH2:12][OH:13])[CH2:11][CH2:10]2)[CH:5]=[C:6]([Cl:8])[CH:7]=1.[Cl:14][C:15]1[C:20]([C:21]([F:24])([F:23])[F:22])=[C:19](Cl)[CH:18]=[CH:17][N:16]=1. No catalyst specified. The product is [Cl:14][C:15]1[C:20]([C:21]([F:22])([F:23])[F:24])=[C:19]([O:13][CH2:12][C:9]2([C:4]3[CH:3]=[C:2]([Cl:1])[CH:7]=[C:6]([Cl:8])[CH:5]=3)[CH2:10][CH2:11]2)[CH:18]=[CH:17][N:16]=1. The yield is 0.710. (4) The reactants are [F:1][C:2]1[C:10]([F:11])=[CH:9][CH:8]=[C:7]2[C:3]=1[C:4]([S:15]([C:18]1[CH:23]=[C:22]([CH3:24])[CH:21]=[C:20]([CH3:25])[CH:19]=1)(=[O:17])=[O:16])=[C:5]([C:12](O)=[O:13])[NH:6]2.Cl.[NH2:27][C@H:28]([C:31]([NH2:33])=[O:32])[CH2:29][OH:30].C(N(CC)CC)C.CN(C)C=[O:44]. The yield is 0.979. The product is [F:1][C:2]1[C:10]([F:11])=[CH:9][CH:8]=[C:7]2[C:3]=1[C:4]([S:15]([C:18]1[CH:19]=[C:20]([CH3:25])[CH:21]=[C:22]([CH3:24])[CH:23]=1)(=[O:17])=[O:16])=[CH:5][NH:6]2.[C:29]([C@@:28]([C:31]([NH2:33])=[O:32])([CH2:12][OH:13])[NH2:27])([OH:44])=[O:30]. The catalyst is O. (5) The reactants are [C:1]([NH:12][C:13]1[CH:18]=[CH:17][C:16]([S:19](Cl)(=[O:21])=[O:20])=[CH:15][CH:14]=1)(=[O:11])[CH2:2][CH2:3][CH2:4][CH2:5][CH2:6][CH2:7][CH2:8][CH2:9][CH3:10].[NH2:23][C:24]1[S:28][C:27]([CH2:29][C:30]([O:32][CH2:33][CH3:34])=[O:31])=[N:26][N:25]=1.Cl. The catalyst is N1C=CC=CC=1. The product is [C:1]([NH:12][C:13]1[CH:18]=[CH:17][C:16]([S:19]([NH:23][C:24]2[S:28][C:27]([CH2:29][C:30]([O:32][CH2:33][CH3:34])=[O:31])=[N:26][N:25]=2)(=[O:21])=[O:20])=[CH:15][CH:14]=1)(=[O:11])[CH2:2][CH2:3][CH2:4][CH2:5][CH2:6][CH2:7][CH2:8][CH2:9][CH3:10]. The yield is 0.630.